Dataset: Catalyst prediction with 721,799 reactions and 888 catalyst types from USPTO. Task: Predict which catalyst facilitates the given reaction. Reactant: Br[C:2]1[CH:7]=[CH:6][C:5]([CH3:8])=[CH:4][C:3]=1[NH2:9].C(O[C:13]([SH:15])=[S:14])C.[K]. Product: [SH:15][C:13]1[S:14][C:2]2[CH:7]=[CH:6][C:5]([CH3:8])=[CH:4][C:3]=2[N:9]=1. The catalyst class is: 3.